Predict the reaction yield, written as a fraction of the theoretical maximum amount of product (1.0 means a 100% yield; for example, 0.34 means a 34% yield). From a dataset of Reaction yield outcomes from USPTO patents with 853,638 reactions. The reactants are [NH2:1][C:2]1[CH:3]=[CH:4][C:5]([O:12][CH2:13][C:14]2[CH:19]=[CH:18][C:17]([C:20]([CH3:23])([CH3:22])[CH3:21])=[CH:16][CH:15]=2)=[C:6]([C:8](=[O:11])[CH2:9][CH3:10])[CH:7]=1.[CH3:24][O:25][C:26]1[CH:27]=[C:28]([N:32]=[C:33]=[O:34])[CH:29]=[CH:30][CH:31]=1. The catalyst is C1COCC1. The product is [C:20]([C:17]1[CH:16]=[CH:15][C:14]([CH2:13][O:12][C:5]2[CH:4]=[CH:3][C:2]([NH:1][C:33]([NH:32][C:28]3[CH:29]=[CH:30][CH:31]=[C:26]([O:25][CH3:24])[CH:27]=3)=[O:34])=[CH:7][C:6]=2[C:8](=[O:11])[CH2:9][CH3:10])=[CH:19][CH:18]=1)([CH3:22])([CH3:21])[CH3:23]. The yield is 0.835.